Dataset: Forward reaction prediction with 1.9M reactions from USPTO patents (1976-2016). Task: Predict the product of the given reaction. Given the reactants I([O-])(=O)(=O)=[O:2].[Na+].[F:7][C:8]([F:13])([F:12])[C:9]([OH:11])=[O:10].[Cl:14][C:15]1[N:16]=[CH:17][N:18]([C:20]2[CH:25]=[CH:24][C:23]([NH:26][C:27]3[N:44]=[C:30]4[CH:31]([C:37]5[CH:42]=[CH:41][C:40]([F:43])=[CH:39][CH:38]=5)[CH2:32][C:33](=C)[CH2:34][CH2:35][N:29]4[N:28]=3)=[CH:22][C:21]=2[O:45][CH3:46])[CH:19]=1, predict the reaction product. The product is: [F:7][C:8]([F:13])([F:12])[C:9]([OH:11])=[O:10].[Cl:14][C:15]1[N:16]=[CH:17][N:18]([C:20]2[CH:25]=[CH:24][C:23]([NH:26][C:27]3[N:44]=[C:30]4[CH:31]([C:37]5[CH:38]=[CH:39][C:40]([F:43])=[CH:41][CH:42]=5)[CH2:32][C:33](=[O:2])[CH2:34][CH2:35][N:29]4[N:28]=3)=[CH:22][C:21]=2[O:45][CH3:46])[CH:19]=1.